Dataset: Forward reaction prediction with 1.9M reactions from USPTO patents (1976-2016). Task: Predict the product of the given reaction. (1) Given the reactants B(C1CCCCC1)C1CCCCC1.[CH3:14][C:15]([CH3:19])([CH3:18])[C:16]#[CH:17].[Zn](CC)CC.[CH:25](=[O:32])[C:26]1[CH:31]=[CH:30][CH:29]=[CH:28][CH:27]=1.CC([O:36]C([C@H](O)[C@@H](O)C(OC(C)C)=O)=O)C, predict the reaction product. The product is: [C:15]([CH:16]1[O:36][CH:17]1[CH:25]([C:26]1[CH:31]=[CH:30][CH:29]=[CH:28][CH:27]=1)[OH:32])([CH3:19])([CH3:18])[CH3:14]. (2) Given the reactants C1CN[C@H](C(O)(C2C=CC=CC=2)C2C=CC=CC=2)C1.CB1OB(C)OB(C)O1.[CH2:29]([O:36][C:37]1[CH:38]=[CH:39][C:40]([C:48](=[O:51])[CH2:49][Br:50])=[C:41]2[C:46]=1[NH:45][C:44](=[O:47])[CH:43]=[CH:42]2)[C:30]1[CH:35]=[CH:34][CH:33]=[CH:32][CH:31]=1.B, predict the reaction product. The product is: [CH2:29]([O:36][C:37]1[CH:38]=[CH:39][C:40]([C@@H:48]([OH:51])[CH2:49][Br:50])=[C:41]2[C:46]=1[NH:45][C:44](=[O:47])[CH:43]=[CH:42]2)[C:30]1[CH:31]=[CH:32][CH:33]=[CH:34][CH:35]=1.